This data is from Reaction yield outcomes from USPTO patents with 853,638 reactions. The task is: Predict the reaction yield, written as a fraction of the theoretical maximum amount of product (1.0 means a 100% yield; for example, 0.34 means a 34% yield). No catalyst specified. The reactants are Cl.Cl[CH:3]([C:8]1[C:9](=[O:17])[C:10]([OH:16])=[C:11]([CH3:15])[N:12]([CH3:14])[CH:13]=1)[C:4]([F:7])([F:6])[F:5].[NH:18]1[CH2:23][CH2:22][CH2:21][CH2:20][CH2:19]1. The product is [OH:16][C:10]1[C:9](=[O:17])[C:8]([CH:3]([N:18]2[CH2:23][CH2:22][CH2:21][CH2:20][CH2:19]2)[C:4]([F:7])([F:6])[F:5])=[CH:13][N:12]([CH3:14])[C:11]=1[CH3:15]. The yield is 0.730.